Task: Predict the product of the given reaction.. Dataset: Forward reaction prediction with 1.9M reactions from USPTO patents (1976-2016) (1) Given the reactants [Br:1][C:2]1[CH:3]=[CH:4][C:5](F)=[N:6][CH:7]=1.C(N(CC)CC)C.Cl.[CH3:17][N:18]1[CH2:23][CH2:22][NH:21][CH2:20][C:19]1=[O:24], predict the reaction product. The product is: [Br:1][C:2]1[CH:3]=[CH:4][C:5]([N:21]2[CH2:22][CH2:23][N:18]([CH3:17])[C:19](=[O:24])[CH2:20]2)=[N:6][CH:7]=1. (2) Given the reactants [CH2:1]([O:3][C:4](=[O:22])[CH:5]=[CH:6][C:7]1[CH:12]=[CH:11][CH:10]=[C:9]([NH:13][C:14]([C:16]2[N:17]=[C:18](Cl)[S:19][CH:20]=2)=[O:15])[CH:8]=1)[CH3:2].[C:23]1(B(O)O)[CH:28]=[CH:27][CH:26]=[CH:25][CH:24]=1, predict the reaction product. The product is: [CH2:1]([O:3][C:4](=[O:22])[CH:5]=[CH:6][C:7]1[CH:12]=[CH:11][CH:10]=[C:9]([NH:13][C:14]([C:16]2[N:17]=[C:18]([C:23]3[CH:28]=[CH:27][CH:26]=[CH:25][CH:24]=3)[S:19][CH:20]=2)=[O:15])[CH:8]=1)[CH3:2]. (3) The product is: [F:26][C:25]1[CH:24]=[CH:23][CH:22]=[C:21]([F:27])[C:20]=1[C:19]([NH:18][C:15]1[CH:14]=[CH:13][C:12]([C:7]2[C:8]([CH3:11])=[CH:9][CH:10]=[C:5]([C:3]([OH:4])=[O:2])[CH:6]=2)=[CH:17][CH:16]=1)=[O:28]. Given the reactants C[O:2][C:3]([C:5]1[CH:6]=[C:7]([C:12]2[CH:17]=[CH:16][C:15]([NH:18][C:19](=[O:28])[C:20]3[C:25]([F:26])=[CH:24][CH:23]=[CH:22][C:21]=3[F:27])=[CH:14][CH:13]=2)[C:8]([CH3:11])=[CH:9][CH:10]=1)=[O:4].[Li+].[OH-], predict the reaction product. (4) The product is: [CH2:35]([C:33]1[CH:32]=[CH:31][C:23]([C:24]([O:26][C:27]([CH3:29])([CH3:30])[CH3:28])=[O:25])=[C:22]([NH:21][C:18]([C:15]2[CH:16]=[N:17][C:12]([N:7]3[CH:8]=[CH:9][CH:10]=[CH:11]3)=[CH:13][CH:14]=2)=[O:20])[CH:34]=1)[CH2:36][C:37]1[CH:38]=[CH:39][CH:40]=[CH:41][CH:42]=1. Given the reactants C(Cl)(=O)C(Cl)=O.[N:7]1([C:12]2[N:17]=[CH:16][C:15]([C:18]([OH:20])=O)=[CH:14][CH:13]=2)[CH:11]=[CH:10][CH:9]=[CH:8]1.[NH2:21][C:22]1[CH:34]=[C:33]([CH2:35][CH2:36][C:37]2[CH:42]=[CH:41][CH:40]=[CH:39][CH:38]=2)[CH:32]=[CH:31][C:23]=1[C:24]([O:26][C:27]([CH3:30])([CH3:29])[CH3:28])=[O:25].Cl, predict the reaction product. (5) Given the reactants [C:1]1([C:24]2[CH:29]=[CH:28][CH:27]=[CH:26][CH:25]=2)[CH:6]=[CH:5][C:4]([CH2:7][CH:8]2[N:12]([C:13](=[O:18])[C:14]([CH3:17])([CH3:16])[CH3:15])[C:11](=[O:19])[C:10](C)([C:20](O)=O)[CH2:9]2)=[CH:3][CH:2]=1, predict the reaction product. The product is: [C:1]1([C:24]2[CH:29]=[CH:28][CH:27]=[CH:26][CH:25]=2)[CH:2]=[CH:3][C:4]([CH2:7][C@H:8]2[N:12]([CH2:13][N:12]3[CH2:8][CH2:9][CH2:10][CH2:11]3)[C:11](=[O:19])[C@H:10]([CH3:20])[CH2:9]2)=[CH:5][CH:6]=1.[C:1]1([C:24]2[CH:25]=[CH:26][CH:27]=[CH:28][CH:29]=2)[CH:2]=[CH:3][C:4]([CH2:7][C@H:8]2[N:12]([C:13](=[O:18])[C:14]([CH3:17])([CH3:16])[CH3:15])[C:11](=[O:19])[C@@H:10]([CH3:20])[CH2:9]2)=[CH:5][CH:6]=1. (6) Given the reactants C(=O)([O-])[O-].[K+].[K+].I[CH3:8].[Br:9][C:10]1[CH:15]=[C:14]([F:16])[C:13]([F:17])=[CH:12][C:11]=1[SH:18], predict the reaction product. The product is: [Br:9][C:10]1[CH:15]=[C:14]([F:16])[C:13]([F:17])=[CH:12][C:11]=1[S:18][CH3:8]. (7) Given the reactants Cl[C:2]1S[C:4](Cl)=[CH:5][C:6]=1[S:7]([NH:10][C:11]1[CH:12]=[N:13][CH:14]=[CH:15][C:16]=1[OH:17])(=[O:9])=[O:8].[F:19][C:20]([F:32])([F:31])[C:21]1[N:26]=CC(S(Cl)(=O)=O)=CC=1.ClC1SC(Cl)=CC=1S(Cl)(=O)=O, predict the reaction product. The product is: [OH:17][C:16]1[CH:15]=[CH:14][N:13]=[CH:12][C:11]=1[NH:10][S:7]([C:6]1[CH:2]=[N:26][C:21]([C:20]([F:32])([F:31])[F:19])=[CH:4][CH:5]=1)(=[O:9])=[O:8]. (8) Given the reactants Cl.N1C[CH2:6][C:5](=[C:8]2[CH:24]=[CH:23][CH:22]=[C:10]([O:11][C:12]3[CH:17]=[CH:16][C:15]([C:18]([F:21])([F:20])[F:19])=[CH:14][N:13]=3)[CH:9]2C)CC1.[CH3:26][O:27][C:28]1[N:33]=[C:32]([NH:34]C(=O)OC2C=CC=CC=2)[CH:31]=[N:30][CH:29]=1.[CH:44]([N:47]([CH:50]([CH3:52])C)[CH2:48][CH3:49])(C)C.CS(C)=[O:55], predict the reaction product. The product is: [CH3:26][O:27][C:28]1[N:33]=[C:32]([NH:34][C:44]([N:47]2[CH2:48][CH2:49][C:6](=[CH:5][C:8]3[CH:24]=[CH:23][CH:22]=[C:10]([O:11][C:12]4[CH:17]=[CH:16][C:15]([C:18]([F:19])([F:20])[F:21])=[CH:14][N:13]=4)[CH:9]=3)[CH2:52][CH2:50]2)=[O:55])[CH:31]=[N:30][CH:29]=1.